Task: Predict which catalyst facilitates the given reaction.. Dataset: Catalyst prediction with 721,799 reactions and 888 catalyst types from USPTO (1) Reactant: [C@@H:1]1([NH:10][C:11]([C:13]2[CH:18]=[CH:17][CH:16]=[C:15]([C:19]3[C:27]4[C:22](=[CH:23][CH:24]=[C:25]([C:28]5[N:32]=[CH:31][N:30](C(C6C=CC=CC=6)(C6C=CC=CC=6)C6C=CC=CC=6)[N:29]=5)[CH:26]=4)[N:21](C4CCCCO4)[N:20]=3)[CH:14]=2)=[O:12])[C:9]2[C:4](=[CH:5][CH:6]=[CH:7][CH:8]=2)[CH2:3][CH2:2]1.Cl.C(=O)(O)[O-].[Na+]. Product: [NH:29]1[C:28]([C:25]2[CH:26]=[C:27]3[C:22](=[CH:23][CH:24]=2)[NH:21][N:20]=[C:19]3[C:15]2[CH:14]=[C:13]([C:11]([NH:10][C@@H:1]3[C:9]4[C:4](=[CH:5][CH:6]=[CH:7][CH:8]=4)[CH2:3][CH2:2]3)=[O:12])[CH:18]=[CH:17][CH:16]=2)=[N:32][CH:31]=[N:30]1. The catalyst class is: 12. (2) Reactant: [Cl:1][C:2]1[CH:11]=[N:10][C:9]2[N:8]3[CH:12]=[N:13][N:14]=[C:7]3[C:6](Cl)=[N:5][C:4]=2[CH:3]=1.[CH3:16][N:17]1[CH2:22][CH2:21][NH:20][CH2:19][CH2:18]1.O. Product: [Cl:1][C:2]1[CH:11]=[N:10][C:9]2[N:8]3[CH:12]=[N:13][N:14]=[C:7]3[C:6]([N:20]3[CH2:21][CH2:22][N:17]([CH3:16])[CH2:18][CH2:19]3)=[N:5][C:4]=2[CH:3]=1. The catalyst class is: 3. (3) Reactant: [CH3:1][N:2]1[CH2:6][CH2:5][C@@H:4]([NH:7][C:8]2[CH2:12][S:11][C:10](=[O:13])[N:9]=2)[C:3]1=[O:14].O=C1[C@H](NC2CSC(=O)N=2)CCN1.[F:28][C:29]([F:50])([F:49])[C:30]1[CH:44]=[C:43]([C:45]([F:48])([F:47])[F:46])[CH:42]=[CH:41][C:31]=1[CH2:32][N:33]1[CH2:38][CH2:37][CH:36]([CH:39]=O)[CH2:35][CH2:34]1.C([O-])(=O)C.[NH2+]1CCCCC1. Product: [F:50][C:29]([F:28])([F:49])[C:30]1[CH:44]=[C:43]([C:45]([F:48])([F:47])[F:46])[CH:42]=[CH:41][C:31]=1[CH2:32][N:33]1[CH2:38][CH2:37][CH:36](/[CH:39]=[C:12]2/[C:8]([NH:7][C@@H:4]3[CH2:5][CH2:6][N:2]([CH3:1])[C:3]3=[O:14])=[N:9][C:10](=[O:13])[S:11]/2)[CH2:35][CH2:34]1. The catalyst class is: 41. (4) Reactant: [Cl:1][C:2]1[CH:7]=[CH:6][N:5]=[C:4]([C:8]([O:10]C)=O)[CH:3]=1.[CH3:12][NH2:13]. Product: [Cl:1][C:2]1[CH:7]=[CH:6][N:5]=[C:4]([C:8]([NH:13][CH3:12])=[O:10])[CH:3]=1. The catalyst class is: 92.